Task: Predict the product of the given reaction.. Dataset: Forward reaction prediction with 1.9M reactions from USPTO patents (1976-2016) (1) Given the reactants [C:1](#[N:4])[CH:2]=[CH2:3].O1[CH:9]=[CH:8][CH:7]=[CH:6]1.C([O:12]C(=O)C)C, predict the reaction product. The product is: [C:2]12([C:1]#[N:4])[O:12][CH:7]([CH:8]=[CH:9]1)[CH2:6][CH2:3]2. (2) Given the reactants ClC1C=CC=C(C(OO)=[O:9])C=1.[N:12]1[CH:13]=[C:14]([S:21][C:22]2[CH:36]=[CH:35][C:25]3[N:26]=[C:27]([NH:29][C:30]([CH:32]4[CH2:34][CH2:33]4)=[O:31])[S:28][C:24]=3[CH:23]=2)[N:15]2[CH:20]=[CH:19][CH:18]=[N:17][C:16]=12, predict the reaction product. The product is: [N:12]1[CH:13]=[C:14]([S:21]([C:22]2[CH:36]=[CH:35][C:25]3[N:26]=[C:27]([NH:29][C:30]([CH:32]4[CH2:33][CH2:34]4)=[O:31])[S:28][C:24]=3[CH:23]=2)=[O:9])[N:15]2[CH:20]=[CH:19][CH:18]=[N:17][C:16]=12. (3) Given the reactants C(Cl)CCl.ClC(Cl)C(O)=O.[CH:11]1([NH:14][C:15](=[O:46])[CH:16]([OH:45])[CH:17]([NH:25][C:26](=[O:44])[C:27]2[CH:32]=[CH:31][CH:30]=[N:29][C:28]=2[C:33]2[N:34]=[C:35]([C:38]3[CH:43]=[CH:42][CH:41]=[CH:40][CH:39]=3)[S:36][CH:37]=2)[CH2:18][C:19]2[CH:24]=[CH:23][CH:22]=[CH:21][CH:20]=2)[CH2:13][CH2:12]1.C([O-])(O)=O.[Na+], predict the reaction product. The product is: [CH:11]1([NH:14][C:15](=[O:46])[C:16](=[O:45])[CH:17]([NH:25][C:26](=[O:44])[C:27]2[CH:32]=[CH:31][CH:30]=[N:29][C:28]=2[C:33]2[N:34]=[C:35]([C:38]3[CH:39]=[CH:40][CH:41]=[CH:42][CH:43]=3)[S:36][CH:37]=2)[CH2:18][C:19]2[CH:20]=[CH:21][CH:22]=[CH:23][CH:24]=2)[CH2:12][CH2:13]1. (4) Given the reactants ClC1C=C2C(=CC=1)C(=O)[N:6]([C:12]1[CH:17]=[CH:16][C:15]([NH:18][C:19]([NH:21][C:22]3[CH:27]=[CH:26][CH:25]=[CH:24][CH:23]=3)=[O:20])=[CH:14][C:13]=1[CH3:28])C2=O.O.NN, predict the reaction product. The product is: [NH2:6][C:12]1[CH:17]=[CH:16][C:15]([NH:18][C:19]([NH:21][C:22]2[CH:23]=[CH:24][CH:25]=[CH:26][CH:27]=2)=[O:20])=[CH:14][C:13]=1[CH3:28]. (5) Given the reactants [CH2:1]([O:8][C:9]1[CH:10]=[C:11]([CH:15]=[CH:16][C:17]=1[N+:18]([O-:20])=[O:19])[C:12]([OH:14])=O)[C:2]1[CH:7]=[CH:6][CH:5]=[CH:4][CH:3]=1.S(Cl)(Cl)=O.[NH2:25][C:26]1[CH:31]=[CH:30][CH:29]=[CH:28][C:27]=1[S:32]([NH2:35])(=[O:34])=[O:33], predict the reaction product. The product is: [CH2:1]([O:8][C:9]1[CH:10]=[C:11]([CH:15]=[CH:16][C:17]=1[N+:18]([O-:20])=[O:19])[C:12]([NH:25][C:26]1[CH:31]=[CH:30][CH:29]=[CH:28][C:27]=1[S:32](=[O:34])(=[O:33])[NH2:35])=[O:14])[C:2]1[CH:3]=[CH:4][CH:5]=[CH:6][CH:7]=1. (6) Given the reactants [OH:1][C:2]1[CH:7]=[C:6]([OH:8])[CH:5]=[CH:4][C:3]=1[NH:9][C:10](=[O:15])[C:11]([F:14])([F:13])[F:12].C([O-])([O-])=O.[K+].[K+].Br[CH2:23][CH2:24][CH2:25][CH2:26][CH2:27][CH2:28][CH2:29][CH3:30].Cl, predict the reaction product. The product is: [OH:1][C:2]1[CH:7]=[C:6]([O:8][CH2:23][CH2:24][CH2:25][CH2:26][CH2:27][CH2:28][CH2:29][CH3:30])[CH:5]=[CH:4][C:3]=1[NH:9][C:10](=[O:15])[C:11]([F:12])([F:13])[F:14]. (7) Given the reactants ClC(OC1C=CC=CC=1)=O.NC1C(C)=CC(Cl)=CC=1C(O)=O.[Cl:23][C:24]1[CH:25]=[C:26]([CH3:43])[C:27]([NH:33][C:34]([O:36]C2C=CC=CC=2)=[O:35])=[C:28]([CH:32]=1)[C:29]([OH:31])=O, predict the reaction product. The product is: [Cl:23][C:24]1[CH:25]=[C:26]([CH3:43])[C:27]2[NH:33][C:34](=[O:35])[O:36][C:29](=[O:31])[C:28]=2[CH:32]=1. (8) Given the reactants [F:1][C:2]1[CH:7]=[CH:6][CH:5]=[C:4]([F:8])[C:3]=1[NH:9][C:10]1[N:14]([CH3:15])[C:13]2[CH:16]=[CH:17][C:18]([C:20](O)=[O:21])=[CH:19][C:12]=2[N:11]=1.Cl.[F:24][C:25]([F:34])([F:33])[C@H:26]1[CH2:31][CH2:30][C@H:29]([NH2:32])[CH2:28][CH2:27]1.CN(C(ON1N=NC2C=CC=CC1=2)=[N+](C)C)C.[B-](F)(F)(F)F, predict the reaction product. The product is: [F:24][C:25]([F:33])([F:34])[C@H:26]1[CH2:27][CH2:28][C@H:29]([NH:32][C:20]([C:18]2[CH:17]=[CH:16][C:13]3[N:14]([CH3:15])[C:10]([NH:9][C:3]4[C:4]([F:8])=[CH:5][CH:6]=[CH:7][C:2]=4[F:1])=[N:11][C:12]=3[CH:19]=2)=[O:21])[CH2:30][CH2:31]1.